Dataset: Peptide-MHC class I binding affinity with 185,985 pairs from IEDB/IMGT. Task: Regression. Given a peptide amino acid sequence and an MHC pseudo amino acid sequence, predict their binding affinity value. This is MHC class I binding data. The peptide sequence is RSLFNTIATLY. The MHC is HLA-A11:01 with pseudo-sequence HLA-A11:01. The binding affinity (normalized) is 0.487.